From a dataset of Reaction yield outcomes from USPTO patents with 853,638 reactions. Predict the reaction yield, written as a fraction of the theoretical maximum amount of product (1.0 means a 100% yield; for example, 0.34 means a 34% yield). The reactants are [C:1](=[O:3])=O.CC(C)=O.[Cl-].[Cl-].[Cl-].[Al+3].C(Cl)(=O)C(Cl)=O.[CH2:18]([C:27]1[CH:32]=[CH:31][CH:30]=[C:29]([F:33])[CH:28]=1)[CH2:19][C:20]1[CH:25]=[CH:24][CH:23]=[C:22]([F:26])[CH:21]=1. The catalyst is C(=S)=S.C(Cl)(Cl)Cl.O. The product is [F:26][C:22]1[CH:23]=[CH:24][C:25]2[C:1](=[O:3])[C:32]3[CH:31]=[CH:30][C:29]([F:33])=[CH:28][C:27]=3[CH2:18][CH2:19][C:20]=2[CH:21]=1. The yield is 0.290.